This data is from Full USPTO retrosynthesis dataset with 1.9M reactions from patents (1976-2016). The task is: Predict the reactants needed to synthesize the given product. Given the product [C:1]([C:4]1[C:22](=[O:23])[C@@:8]2([CH3:24])[C:9]3[C:15]([OH:16])=[CH:14][C:13]([O:17][CH3:18])=[C:12]([C:19]([NH:21][CH2:39][C:29]4[C:30]5[C:35](=[CH:34][CH:33]=[CH:32][CH:31]=5)[C:36]([F:38])=[CH:37][C:28]=4[CH2:26][CH3:27])=[O:20])[C:10]=3[O:11][C:7]2=[CH:6][C:5]=1[OH:25])(=[O:3])[CH3:2], predict the reactants needed to synthesize it. The reactants are: [C:1]([C:4]1[C:22](=[O:23])[C@@:8]2([CH3:24])[C:9]3[C:15]([OH:16])=[CH:14][C:13]([O:17][CH3:18])=[C:12]([C:19]([NH2:21])=[O:20])[C:10]=3[O:11][C:7]2=[CH:6][C:5]=1[OH:25])(=[O:3])[CH3:2].[CH2:26]([C:28]1[CH:37]=[C:36]([F:38])[C:35]2[C:30](=[CH:31][CH:32]=[CH:33][CH:34]=2)[C:29]=1[CH:39]=O)[CH3:27].C([SiH](CC)CC)C.FC(F)(F)C(O)=O.